Dataset: Choline transporter screen with 302,306 compounds. Task: Binary Classification. Given a drug SMILES string, predict its activity (active/inactive) in a high-throughput screening assay against a specified biological target. (1) The molecule is OC(CN(C(C)C)CC(O)COc1ccc(cc1)CC(=O)N)COc1ccc(cc1)CC(=O)N. The result is 0 (inactive). (2) The molecule is O=C(N1CCC(CC1)C)C1CCN(CC1)c1nnc(c2c1nn(c2C)c1ccc(OC)cc1)C. The result is 0 (inactive). (3) The molecule is s1c2c(nc1NC(=O)c1ccc(N3C(=O)CCC3=O)cc1)cc1OCCOc1c2. The result is 0 (inactive). (4) The compound is OC(CN1CCN(CC1)CCO)COc1cc(OC)ccc1. The result is 0 (inactive). (5) The molecule is s1c2c(n(c(=O)n(CCCC(=O)Nc3ccc(OC)cc3)c2=O)Cc2ccc(cc2)C)cc1. The result is 0 (inactive). (6) The compound is O(c1cc(CNc2ncnc3c4c([nH]c23)ccc(c4)C)cc(OC)c1)C. The result is 0 (inactive). (7) The molecule is S\1C(N2CCOCC2)=NC(=O)C1=C/c1c(OS(=O)(=O)c2ccccc2)cccc1. The result is 0 (inactive).